From a dataset of Full USPTO retrosynthesis dataset with 1.9M reactions from patents (1976-2016). Predict the reactants needed to synthesize the given product. (1) The reactants are: [CH2:1]([S:3][C:4]1[N:12]=[C:11]2[C:7]([N:8]=[CH:9][N:10]2[C@@H:13]2[O:25][C@H:24]([CH2:26][O:27]C(=O)C)[C@@H:19]([O:20]C(=O)C)[C@H:14]2[O:15]C(=O)C)=[C:6](Cl)[N:5]=1)[CH3:2].[O:32]([C:34]1[CH:39]=[CH:38][C:37]([CH2:40][CH2:41][NH2:42])=[CH:36][CH:35]=1)[CH3:33]. Given the product [CH2:1]([S:3][C:4]1[N:12]=[C:11]2[C:7]([N:8]=[CH:9][N:10]2[C@@H:13]2[O:25][C@H:24]([CH2:26][OH:27])[C@@H:19]([OH:20])[C@H:14]2[OH:15])=[C:6]([NH:42][CH2:41][CH2:40][C:37]2[CH:38]=[CH:39][C:34]([O:32][CH3:33])=[CH:35][CH:36]=2)[N:5]=1)[CH3:2], predict the reactants needed to synthesize it. (2) Given the product [CH3:1][O:2][C:3](=[O:23])[CH2:4][C:5]1[C:14]([CH3:15])=[C:13]([CH:16]2[CH2:17][CH2:18][N:19]([S:25]([CH3:24])(=[O:27])=[O:26])[CH2:20][CH2:21]2)[C:12]2[C:7](=[CH:8][CH:9]=[C:10]([F:22])[CH:11]=2)[CH:6]=1, predict the reactants needed to synthesize it. The reactants are: [CH3:1][O:2][C:3](=[O:23])[CH2:4][C:5]1[C:14]([CH3:15])=[C:13]([CH:16]2[CH2:21][CH2:20][NH:19][CH2:18][CH2:17]2)[C:12]2[C:7](=[CH:8][CH:9]=[C:10]([F:22])[CH:11]=2)[CH:6]=1.[CH3:24][S:25](Cl)(=[O:27])=[O:26].C(N(CC)C(C)C)(C)C. (3) Given the product [F:1][C:2]1[CH:7]=[C:6]([F:8])[CH:5]=[CH:4][C:3]=1[CH2:9][NH:10][C:40]([C:36]1[CH:35]=[C:34]2[C:39](=[CH:38][CH:37]=1)[N:31]([CH2:30][C:27]1[CH:26]=[CH:25][C:24]([C:19]3[C:18]([C:16]([OH:17])=[O:15])=[CH:23][CH:22]=[CH:21][CH:20]=3)=[CH:29][CH:28]=1)[C:32]([CH3:44])=[C:33]2[CH3:43])=[O:41], predict the reactants needed to synthesize it. The reactants are: [F:1][C:2]1[CH:7]=[C:6]([F:8])[CH:5]=[CH:4][C:3]=1[CH2:9][NH2:10].C([O:15][C:16]([C:18]1[CH:23]=[CH:22][CH:21]=[CH:20][C:19]=1[C:24]1[CH:29]=[CH:28][C:27]([CH2:30][N:31]2[C:39]3[C:34](=[CH:35][C:36]([C:40](O)=[O:41])=[CH:37][CH:38]=3)[C:33]([CH3:43])=[C:32]2[CH3:44])=[CH:26][CH:25]=1)=[O:17])(C)(C)C. (4) The reactants are: [Cl:1][C:2]1[CH:3]=[C:4]([C:13]([OH:16])([CH3:15])[CH3:14])[CH:5]=[C:6]([CH:8]2OCC[O:9]2)[CH:7]=1.O.C1(C)C=CC(S(O)(=O)=O)=CC=1. Given the product [Cl:1][C:2]1[CH:7]=[C:6]([CH:5]=[C:4]([C:13]([OH:16])([CH3:14])[CH3:15])[CH:3]=1)[CH:8]=[O:9], predict the reactants needed to synthesize it. (5) Given the product [NH2:22][C:21]1[CH:23]=[C:24]([C:2]2[N:3]=[CH:4][C:5]3[CH:6]=[CH:7][C:8]4[C:14]5[C:15](=[O:18])[CH2:16][CH2:17][C:13]=5[NH:12][C:9]=4[C:10]=3[CH:11]=2)[CH:25]=[CH:26][C:20]=1[F:19], predict the reactants needed to synthesize it. The reactants are: Cl[C:2]1[N:3]=[CH:4][C:5]2[CH:6]=[CH:7][C:8]3[C:14]4[C:15](=[O:18])[CH2:16][CH2:17][C:13]=4[NH:12][C:9]=3[C:10]=2[CH:11]=1.[F:19][C:20]1[CH:26]=[CH:25][C:24](B2OC(C)(C)C(C)(C)O2)=[CH:23][C:21]=1[NH2:22]. (6) Given the product [Cl:1][C:2]1[CH:7]=[CH:6][C:5]([NH:8][C:24](=[O:25])[C:23]2[CH:27]=[CH:28][CH:29]=[CH:30][C:22]=2[N+:19]([O-:21])=[O:20])=[CH:4][C:3]=1[C:9]1[O:10][C:11]2[CH:17]=[CH:16][C:15]([CH3:18])=[CH:14][C:12]=2[N:13]=1, predict the reactants needed to synthesize it. The reactants are: [Cl:1][C:2]1[CH:7]=[CH:6][C:5]([NH2:8])=[CH:4][C:3]=1[C:9]1[O:10][C:11]2[CH:17]=[CH:16][C:15]([CH3:18])=[CH:14][C:12]=2[N:13]=1.[N+:19]([C:22]1[CH:30]=[CH:29][CH:28]=[CH:27][C:23]=1[C:24](Cl)=[O:25])([O-:21])=[O:20]. (7) Given the product [Br:1][C:2]1[CH:7]=[C:6]([F:8])[CH:5]=[CH:4][C:3]=1[CH:9]1[C:14]([C:15]([O:17][CH2:18][CH3:19])=[O:16])=[C:13]([CH2:20][N:27]2[CH2:32][CH2:31][O:30][CH2:29][CH:28]2[CH2:33][CH:34]([CH2:37][OH:38])[CH2:35][OH:36])[NH:12][C:11]([C:22]2[S:23][CH:24]=[CH:25][N:26]=2)=[N:10]1, predict the reactants needed to synthesize it. The reactants are: [Br:1][C:2]1[CH:7]=[C:6]([F:8])[CH:5]=[CH:4][C:3]=1[CH:9]1[C:14]([C:15]([O:17][CH2:18][CH3:19])=[O:16])=[C:13]([CH2:20]Br)[NH:12][C:11]([C:22]2[S:23][CH:24]=[CH:25][N:26]=2)=[N:10]1.[NH:27]1[CH2:32][CH2:31][O:30][CH2:29][CH:28]1[CH2:33][CH:34]([CH2:37][OH:38])[CH2:35][OH:36]. (8) Given the product [CH3:7][O:8][C:9](=[O:34])[CH:10]([NH:19][C:20]1[CH:25]=[CH:24][CH:23]=[CH:22][C:21]=1[C:26](=[O:33])[C:27]1[CH:32]=[CH:31][CH:30]=[CH:29][CH:28]=1)[CH2:11][C:12]1[CH:13]=[CH:14][C:15]([O:18][CH2:37][CH2:36][Br:35])=[CH:16][CH:17]=1, predict the reactants needed to synthesize it. The reactants are: C(=O)([O-])[O-].[K+].[K+].[CH3:7][O:8][C:9](=[O:34])[CH:10]([NH:19][C:20]1[CH:25]=[CH:24][CH:23]=[CH:22][C:21]=1[C:26](=[O:33])[C:27]1[CH:32]=[CH:31][CH:30]=[CH:29][CH:28]=1)[CH2:11][C:12]1[CH:17]=[CH:16][C:15]([OH:18])=[CH:14][CH:13]=1.[Br:35][CH2:36][CH2:37]Br. (9) Given the product [CH3:1][CH:2]1[CH2:8][C:7]2[CH:9]=[C:10]3[O:15][CH2:14][O:13][C:11]3=[CH:12][C:6]=2[C:5]([C:16]2[CH:21]=[CH:20][C:19]([N+:22]([O-:24])=[O:23])=[CH:18][CH:17]=2)=[N:4][N:3]1[C:25](=[S:26])[NH:29][NH2:30], predict the reactants needed to synthesize it. The reactants are: [CH3:1][CH:2]1[CH2:8][C:7]2[CH:9]=[C:10]3[O:15][CH2:14][O:13][C:11]3=[CH:12][C:6]=2[C:5]([C:16]2[CH:21]=[CH:20][C:19]([N+:22]([O-:24])=[O:23])=[CH:18][CH:17]=2)=[N:4][N:3]1[C:25](Cl)=[S:26].O.[NH2:29][NH2:30].O. (10) Given the product [ClH:1].[Cl:1][C:2]1[CH:3]=[C:4]([CH:8]=[CH:9][C:10]=1[N:12]1[CH2:17][CH2:16][NH:15][CH2:14][CH2:13]1)[C:5]([OH:7])=[O:6], predict the reactants needed to synthesize it. The reactants are: [Cl:1][C:2]1[CH:3]=[C:4]([CH:8]=[CH:9][C:10]=1F)[C:5]([OH:7])=[O:6].[N:12]1(C(OC(C)(C)C)=O)[CH2:17][CH2:16][NH:15][CH2:14][CH2:13]1.CCN(C(C)C)C(C)C.